This data is from Full USPTO retrosynthesis dataset with 1.9M reactions from patents (1976-2016). The task is: Predict the reactants needed to synthesize the given product. (1) Given the product [OH:27][C:14]1[CH:15]=[C:16]([C:2]2[CH:9]=[CH:8][CH:7]=[C:4]([CH:5]=[O:6])[CH:3]=2)[CH:17]=[C:12]([O:11][CH3:10])[CH:13]=1, predict the reactants needed to synthesize it. The reactants are: Br[C:2]1[CH:3]=[C:4]([CH:7]=[CH:8][CH:9]=1)[CH:5]=[O:6].[CH3:10][O:11][C:12]1[CH:13]=[C:14]([OH:27])[CH:15]=[C:16](B2OC(C)(C)C(C)(C)O2)[CH:17]=1.C(=O)([O-])[O-].[Cs+].[Cs+].[Cl-].[NH4+]. (2) Given the product [CH2:1]([N:8]1[C:16]([CH3:17])=[C:15]2[C:10]([CH:11]=[C:12]([C:18]3[CH:19]=[C:20]([CH:28]4[O:33][CH2:32][CH:31]5[CH2:34][N:35]([CH3:39])[CH2:36][CH2:37][N:30]5[CH2:29]4)[N:21]4[C:26]=3[C:25]([NH2:27])=[N:24][CH:23]=[N:22]4)[CH:13]=[CH:14]2)=[N:9]1)[C:2]1[CH:7]=[CH:6][CH:5]=[CH:4][CH:3]=1, predict the reactants needed to synthesize it. The reactants are: [CH2:1]([N:8]1[C:16]([CH3:17])=[C:15]2[C:10]([CH:11]=[C:12]([C:18]3[CH:19]=[C:20]([CH:28]4[O:33][CH2:32][CH:31]5[CH2:34][NH:35][CH2:36][CH2:37][N:30]5[CH2:29]4)[N:21]4[C:26]=3[C:25]([NH2:27])=[N:24][CH:23]=[N:22]4)[CH:13]=[CH:14]2)=[N:9]1)[C:2]1[CH:7]=[CH:6][CH:5]=[CH:4][CH:3]=1.I[CH3:39]. (3) Given the product [CH2:1]([O:8][C:9]([N:11]([CH2:30][C:29]1[CH:32]=[CH:33][CH:34]=[C:27]([C:26]([F:25])([F:35])[F:36])[CH:28]=1)[C:12]1[C:17](=[O:18])[N:16]2[C@H:19]([C:22]([OH:24])=[O:23])[CH2:20][CH2:21][C:15]2=[N:14][CH:13]=1)=[O:10])[C:2]1[CH:3]=[CH:4][CH:5]=[CH:6][CH:7]=1, predict the reactants needed to synthesize it. The reactants are: [CH2:1]([O:8][C:9]([NH:11][C:12]1[C:17](=[O:18])[N:16]2[C@H:19]([C:22]([OH:24])=[O:23])[CH2:20][CH2:21][C:15]2=[N:14][CH:13]=1)=[O:10])[C:2]1[CH:7]=[CH:6][CH:5]=[CH:4][CH:3]=1.[F:25][C:26]([F:36])([F:35])[C:27]1[CH:28]=[C:29]([CH:32]=[CH:33][CH:34]=1)[CH2:30]Br.[H-].[Na+]. (4) Given the product [C:1]([O:5][C:6](=[O:20])[NH:7][C:8]([C:13]1[CH:18]=[CH:17][CH:16]=[CH:15][C:14]=1[F:19])([C:9]([F:10])([F:11])[F:12])[CH2:23][CH:22]=[CH2:21])([CH3:4])([CH3:2])[CH3:3], predict the reactants needed to synthesize it. The reactants are: [C:1]([O:5][C:6](=[O:20])/[N:7]=[C:8](/[C:13]1[CH:18]=[CH:17][CH:16]=[CH:15][C:14]=1[F:19])\[C:9]([F:12])([F:11])[F:10])([CH3:4])([CH3:3])[CH3:2].[CH2:21]([Mg]Cl)[CH:22]=[CH2:23].C1COCC1. (5) Given the product [N:9]1[CH:14]=[CH:13][C:12]([NH:15][C:6]([C:2]2[O:1][CH:5]=[CH:4][CH:3]=2)=[O:7])=[CH:11][CH:10]=1, predict the reactants needed to synthesize it. The reactants are: [O:1]1[CH:5]=[CH:4][CH:3]=[C:2]1[C:6](Cl)=[O:7].[N:9]1[CH:14]=[CH:13][C:12]([NH2:15])=[CH:11][CH:10]=1. (6) Given the product [C:1]([C:5]1[CH:10]=[CH:9][C:8](/[CH:11]=[C:12](/[C:14]2[CH:18]=[C:17]([CH3:19])[N:16]([CH2:20][C:21]3[CH:22]=[CH:23][C:24]([NH:29][CH3:28])=[N:25][CH:26]=3)[N:15]=2)\[F:13])=[CH:7][CH:6]=1)([CH3:4])([CH3:3])[CH3:2], predict the reactants needed to synthesize it. The reactants are: [C:1]([C:5]1[CH:10]=[CH:9][C:8](/[CH:11]=[C:12](/[C:14]2[CH:18]=[C:17]([CH3:19])[N:16]([CH2:20][C:21]3[CH:22]=[CH:23][C:24](Cl)=[N:25][CH:26]=3)[N:15]=2)\[F:13])=[CH:7][CH:6]=1)([CH3:4])([CH3:3])[CH3:2].[CH3:28][NH2:29].